Dataset: Forward reaction prediction with 1.9M reactions from USPTO patents (1976-2016). Task: Predict the product of the given reaction. (1) Given the reactants C(NC(C)C)(C)C.C([Li])CCC.[CH2:13]([O:15][C:16](=[O:25])[CH:17]([C:19]1[CH:24]=[CH:23][CH:22]=[CH:21][CH:20]=1)[CH3:18])[CH3:14].C1C=CC(S(N(S(C2C=CC=CC=2)(=O)=O)[F:36])(=O)=O)=CC=1, predict the reaction product. The product is: [CH2:13]([O:15][C:16](=[O:25])[C:17]([F:36])([C:19]1[CH:24]=[CH:23][CH:22]=[CH:21][CH:20]=1)[CH3:18])[CH3:14]. (2) Given the reactants [CH:1]([N:4]1[CH2:9][CH2:8][CH:7]([O:10][C:11]2[CH:19]=[CH:18][C:17]3[N:16]4[CH2:20][CH2:21][NH:22][C:23](=[O:24])[C:15]4=[CH:14][C:13]=3[CH:12]=2)[CH2:6][CH2:5]1)([CH3:3])[CH3:2].[H-].[Na+].FC(F)(F)S(O[CH2:33][C:34]([F:37])([F:36])[F:35])(=O)=O, predict the reaction product. The product is: [CH:1]([N:4]1[CH2:9][CH2:8][CH:7]([O:10][C:11]2[CH:19]=[CH:18][C:17]3[N:16]4[CH2:20][CH2:21][N:22]([CH2:33][C:34]([F:37])([F:36])[F:35])[C:23](=[O:24])[C:15]4=[CH:14][C:13]=3[CH:12]=2)[CH2:6][CH2:5]1)([CH3:3])[CH3:2]. (3) Given the reactants [C:1]([O:6][CH:7]([O:11][C:12]([CH3:14])=[S:13])[CH:8]([CH3:10])[CH3:9])(=[O:5])[CH2:2][CH2:3][CH3:4].P([O-])([O-])([O-])=O, predict the reaction product. The product is: [C:1]([O:6][C@H:7]([O:11][C:12]([CH3:14])=[S:13])[CH:8]([CH3:10])[CH3:9])(=[O:5])[CH2:2][CH2:3][CH3:4]. (4) Given the reactants [F:1][C:2]1[CH:3]=[C:4]([C:8]2[N:17]=[C:16]([O:18][CH:19]3[CH2:36][CH:35]4[CH:21]([C:22](=[O:42])[N:23]([CH3:41])[CH2:24][CH2:25][CH2:26][CH2:27][CH:28]=[CH:29][CH:30]5[C:32]([C:38](O)=[O:39])([NH:33][C:34]4=[O:37])[CH2:31]5)[CH2:20]3)[C:15]3[C:10](=[C:11]([CH3:45])[C:12]([O:43][CH3:44])=[CH:13][CH:14]=3)[N:9]=2)[CH:5]=[CH:6][CH:7]=1.C1N=CN(C(N2C=NC=C2)=O)C=1.[CH:58]1([S:61]([NH2:64])(=[O:63])=[O:62])[CH2:60][CH2:59]1.C1CCN2C(=NCCC2)CC1.C(O)(=O)CC(CC(O)=O)(C(O)=O)O, predict the reaction product. The product is: [F:1][C:2]1[CH:3]=[C:4]([C:8]2[N:17]=[C:16]([O:18][CH:19]3[CH2:36][CH:35]4[CH:21]([C:22](=[O:42])[N:23]([CH3:41])[CH2:24][CH2:25][CH2:26][CH2:27][CH:28]=[CH:29][CH:30]5[C:32]([C:38]([NH:64][S:61]([CH:58]6[CH2:60][CH2:59]6)(=[O:63])=[O:62])=[O:39])([NH:33][C:34]4=[O:37])[CH2:31]5)[CH2:20]3)[C:15]3[C:10](=[C:11]([CH3:45])[C:12]([O:43][CH3:44])=[CH:13][CH:14]=3)[N:9]=2)[CH:5]=[CH:6][CH:7]=1. (5) Given the reactants [C:1](=[O:22])(OC1C=CC([N+]([O-])=O)=CC=1)[O:2][CH2:3][CH2:4][N:5]1[CH2:10][CH2:9][N:8]([CH3:11])[CH2:7][CH2:6]1.CCN(C(C)C)C(C)C.[CH3:32][O:33][C:34]1[CH:39]=[CH:38][C:37]([N:40]2[CH2:45][CH2:44][NH:43][CH2:42][CH2:41]2)=[CH:36][CH:35]=1, predict the reaction product. The product is: [CH3:32][O:33][C:34]1[CH:35]=[CH:36][C:37]([N:40]2[CH2:45][CH2:44][N:43]([C:1]([O:2][CH2:3][CH2:4][N:5]3[CH2:6][CH2:7][N:8]([CH3:11])[CH2:9][CH2:10]3)=[O:22])[CH2:42][CH2:41]2)=[CH:38][CH:39]=1. (6) Given the reactants C([O:5][C:6](=[O:33])[CH2:7][N:8]1[C:12]([C:13]2[CH:18]=[CH:17][C:16]([Cl:19])=[CH:15][CH:14]=2)=[C:11]([CH:20]2[CH2:25][CH2:24][CH2:23][CH2:22][CH2:21]2)[C:10]2[S:26][C:27]([C:29]([O:31][CH3:32])=[O:30])=[CH:28][C:9]1=2)(C)(C)C, predict the reaction product. The product is: [Cl:19][C:16]1[CH:15]=[CH:14][C:13]([C:12]2([C:13]3[CH:18]=[CH:17][CH:16]=[CH:15][CH:14]=3)[N:8]([CH2:7][C:6]([OH:5])=[O:33])[C:9]3=[CH:28][CH:27]([C:29]([O:31][CH3:32])=[O:30])[S:26][C:10]3=[C:11]2[CH:20]2[CH2:21][CH2:22][CH2:23][CH2:24][CH2:25]2)=[CH:18][CH:17]=1. (7) Given the reactants [NH2:1][CH2:2][C:3]1[CH:4]=[CH:5][C:6]([Cl:25])=[C:7]([C:9]2[NH:13][C:12](=[O:14])[N:11]([C:15]3[CH:20]=[CH:19][C:18]([C:21]([F:24])([F:23])[F:22])=[CH:17][CH:16]=3)[N:10]=2)[CH:8]=1.CCN(C(C)C)C(C)C.[O:35]1[C:39]([C:40](Cl)=[O:41])=[CH:38][CH:37]=[N:36]1, predict the reaction product. The product is: [Cl:25][C:6]1[CH:5]=[CH:4][C:3]([CH2:2][NH:1][C:40]([C:39]2[O:35][N:36]=[CH:37][CH:38]=2)=[O:41])=[CH:8][C:7]=1[C:9]1[NH:13][C:12](=[O:14])[N:11]([C:15]2[CH:16]=[CH:17][C:18]([C:21]([F:24])([F:23])[F:22])=[CH:19][CH:20]=2)[N:10]=1. (8) Given the reactants Br[C:2]1[N:3]([C:13]2[N:14]=[CH:15][N:16]=[C:17]([NH2:20])[C:18]=2[N:19]=1)[C@@H:4]1[O:12][C@H:9]([CH2:10][OH:11])[C@@H:7]([OH:8])[C@H:5]1[OH:6].O.[CH3:22][NH2:23], predict the reaction product. The product is: [CH3:22][NH:23][C:2]1[N:3]([C:13]2[N:14]=[CH:15][N:16]=[C:17]([NH2:20])[C:18]=2[N:19]=1)[C@@H:4]1[O:12][C@H:9]([CH2:10][OH:11])[C@@H:7]([OH:8])[C@H:5]1[OH:6]. (9) Given the reactants [CH:1]1([CH2:7][C:8]2[CH:13]=[C:12]([C:14]([F:17])([F:16])[F:15])[CH:11]=[CH:10][C:9]=2[O:18]C)[CH2:6][CH2:5][CH2:4][CH2:3][CH2:2]1.B(Cl)(Cl)Cl, predict the reaction product. The product is: [CH:1]1([CH2:7][C:8]2[CH:13]=[C:12]([C:14]([F:16])([F:17])[F:15])[CH:11]=[CH:10][C:9]=2[OH:18])[CH2:2][CH2:3][CH2:4][CH2:5][CH2:6]1. (10) The product is: [Cl:2][C:3]1[CH:4]=[C:5]([NH:17][C:18]2[C:27]3[C:22](=[CH:23][CH:24]=[CH:25][C:26]=3[O:28][CH2:29][C:30]([N:72]([CH2:71][CH2:70][S:67]([CH3:66])(=[O:69])=[O:68])[CH3:73])=[O:31])[N:21]=[CH:20][N:19]=2)[CH:6]=[CH:7][C:8]=1[O:9][CH2:10][C:11]1[CH:16]=[CH:15][CH:14]=[CH:13][N:12]=1. Given the reactants [Na+].[Cl:2][C:3]1[CH:4]=[C:5]([NH:17][C:18]2[C:27]3[C:22](=[CH:23][CH:24]=[CH:25][C:26]=3[O:28][CH2:29][C:30]([O-])=[O:31])[N:21]=[CH:20][N:19]=2)[CH:6]=[CH:7][C:8]=1[O:9][CH2:10][C:11]1[CH:16]=[CH:15][CH:14]=[CH:13][N:12]=1.CN(C(ON1N=NC2C=CC=NC1=2)=[N+](C)C)C.F[P-](F)(F)(F)(F)F.CCN(C(C)C)C(C)C.[CH3:66][S:67]([CH2:70][CH2:71][NH:72][CH3:73])(=[O:69])=[O:68], predict the reaction product.